Dataset: Peptide-MHC class I binding affinity with 185,985 pairs from IEDB/IMGT. Task: Regression. Given a peptide amino acid sequence and an MHC pseudo amino acid sequence, predict their binding affinity value. This is MHC class I binding data. (1) The peptide sequence is NIYSALMTL. The MHC is HLA-A02:03 with pseudo-sequence HLA-A02:03. The binding affinity (normalized) is 1.00. (2) The peptide sequence is RRWIQLGLQK. The MHC is HLA-B53:01 with pseudo-sequence HLA-B53:01. The binding affinity (normalized) is 0.145. (3) The peptide sequence is HQFTSNPEV. The MHC is HLA-B53:01 with pseudo-sequence HLA-B53:01. The binding affinity (normalized) is 0.213. (4) The peptide sequence is LVDKNPHNTA. The MHC is Patr-A0101 with pseudo-sequence Patr-A0101. The binding affinity (normalized) is 0. (5) The MHC is HLA-A11:01 with pseudo-sequence HLA-A11:01. The peptide sequence is YHEDIHTYL. The binding affinity (normalized) is 0.0847. (6) The peptide sequence is LLADGLAKA. The MHC is HLA-A02:12 with pseudo-sequence HLA-A02:12. The binding affinity (normalized) is 0.872. (7) The binding affinity (normalized) is 0.0847. The MHC is HLA-B27:03 with pseudo-sequence HLA-B27:03. The peptide sequence is RSVWIPGRW. (8) The binding affinity (normalized) is 0.0847. The MHC is HLA-B15:09 with pseudo-sequence HLA-B15:09. The peptide sequence is PILPKLFIL.